Dataset: Reaction yield outcomes from USPTO patents with 853,638 reactions. Task: Predict the reaction yield, written as a fraction of the theoretical maximum amount of product (1.0 means a 100% yield; for example, 0.34 means a 34% yield). (1) The reactants are [CH3:1][O:2][C:3]([C:5]1([C:18]2[CH:23]=[CH:22][CH:21]=[C:20]([F:24])[C:19]=2[CH3:25])[CH2:9][CH2:8][C:7](OS(C(F)(F)F)(=O)=O)=[CH:6]1)=[O:4].Br[C:27]1[C:35]2[S:34][N:33]=[CH:32][C:31]=2[CH:30]=[CH:29][CH:28]=1. No catalyst specified. The product is [S:34]1[C:35]2[C:27]([C:7]3[CH2:8][CH2:9][C@:5]([C:18]4[CH:23]=[CH:22][CH:21]=[C:20]([F:24])[C:19]=4[CH3:25])([C:3]([O:2][CH3:1])=[O:4])[CH:6]=3)=[CH:28][CH:29]=[CH:30][C:31]=2[CH:32]=[N:33]1. The yield is 0.790. (2) The reactants are Br[C:2]1[CH:11]=[C:10]([Br:12])[C:9]2[C:4](=[CH:5][CH:6]=[CH:7][CH:8]=2)[N:3]=1.[CH3:13][NH:14][CH3:15]. The catalyst is O. The product is [Br:12][C:10]1[C:9]2[C:4](=[CH:5][CH:6]=[CH:7][CH:8]=2)[N:3]=[C:2]([N:14]([CH3:15])[CH3:13])[CH:11]=1. The yield is 0.400. (3) The reactants are [OH:1][C:2]1[CH:7]=[CH:6][C:5]2[C:8]3([CH2:24][O:25][C:4]=2[CH:3]=1)[C:16]1[C:11](=[CH:12][CH:13]=[CH:14][CH:15]=1)[N:10]([CH2:17][C@H:18]1[CH2:22][CH2:21][CH2:20][O:19]1)[C:9]3=[O:23].C(=O)([O-])[O-].[K+].[K+].Br[CH2:33][C:34]([O:36][CH3:37])=[O:35]. The catalyst is CC(=O)CC. The product is [CH3:37][O:36][C:34](=[O:35])[CH2:33][O:1][C:2]1[CH:7]=[CH:6][C:5]2[C:8]3([CH2:24][O:25][C:4]=2[CH:3]=1)[C:16]1[C:11](=[CH:12][CH:13]=[CH:14][CH:15]=1)[N:10]([CH2:17][C@H:18]1[CH2:22][CH2:21][CH2:20][O:19]1)[C:9]3=[O:23]. The yield is 0.870. (4) The reactants are Cl.[CH:2]([CH:15]1[C:20](=[O:21])[CH2:19][CH2:18][NH:17][CH2:16]1)([C:9]1[CH:14]=[CH:13][CH:12]=[CH:11][CH:10]=1)[C:3]1[CH:8]=[CH:7][CH:6]=[CH:5][CH:4]=1.[CH3:22][O:23][C:24]1[CH:31]=[CH:30][CH:29]=[CH:28][C:25]=1[CH2:26]O.C(N(C(C)C)CC)(C)C. The catalyst is ClCCl. The product is [CH:2]([CH:15]1[C:20](=[O:21])[CH2:19][CH2:18][N:17]([CH2:26][C:25]2[CH:28]=[CH:29][CH:30]=[CH:31][C:24]=2[O:23][CH3:22])[CH2:16]1)([C:9]1[CH:14]=[CH:13][CH:12]=[CH:11][CH:10]=1)[C:3]1[CH:4]=[CH:5][CH:6]=[CH:7][CH:8]=1. The yield is 0.680. (5) The product is [ClH:30].[ClH:30].[NH2:1][C:2]([C@H:13]1[CH2:17][CH2:16][N:15]([C:38](=[S:39])[NH:37][C:34]2[CH:35]=[CH:36][C:31]([Cl:30])=[CH:32][CH:33]=2)[CH2:14]1)([CH2:6][CH2:7][CH2:8][CH2:9][B:10]([OH:12])[OH:11])[C:3]([OH:5])=[O:4]. The yield is 0.200. The catalyst is Cl. The reactants are [NH2:1][C@@:2]([C@@H:13]1[CH2:17][CH2:16][NH:15][CH2:14]1)([CH2:6][CH2:7][CH2:8][CH2:9][B:10]([OH:12])[OH:11])[C:3]([OH:5])=[O:4].C(N(CC)CC)C.CN(C)C=O.[Cl:30][C:31]1[CH:36]=[CH:35][C:34]([N:37]=[C:38]=[S:39])=[CH:33][CH:32]=1. (6) The reactants are Cl.[NH2:2]O.C([NH:12][C:13]1[CH:18]=[CH:17][CH:16]=[CH:15][C:14]=1[CH:19]([C:23]#[N:24])[C:20]([NH2:22])=[O:21])(=O)C1C=CC=CC=1.O.C(O[C:30](=[O:32])C)(=O)C.[N:33]1[CH:38]=CC=CC=1. The catalyst is C(O)C. The product is [NH2:2][C:30]([NH:24][C:23]1[NH:12][C:13]2[C:14]([C:19]=1[C:20]([NH2:22])=[O:21])=[CH:15][CH:16]=[C:17]([C:38]#[N:33])[CH:18]=2)=[O:32]. The yield is 0.120. (7) The reactants are [CH3:1][C:2]1([CH3:12])[O:6][C:5](=[CH:7][C:8](Cl)=[O:9])[C:4](=[O:11])[O:3]1.Cl.[Cl:14][C:15]1[CH:16]=[C:17]([CH:21]=[C:22]([Cl:24])[CH:23]=1)[CH2:18][NH:19][CH3:20].CCN(CC)CC. The catalyst is C(Cl)Cl. The product is [Cl:14][C:15]1[CH:16]=[C:17]([CH:21]=[C:22]([Cl:24])[CH:23]=1)[CH2:18][N:19]([CH3:20])[C:8](=[O:9])[CH:7]=[C:5]1[C:4](=[O:11])[O:3][C:2]([CH3:12])([CH3:1])[O:6]1. The yield is 1.00.